This data is from Forward reaction prediction with 1.9M reactions from USPTO patents (1976-2016). The task is: Predict the product of the given reaction. (1) Given the reactants [Cl:1][C:2]1[CH:3]=[C:4]([C:8]2[N:16]3[C:11]([CH:12]=[N:13][C:14](S(C)=O)=[N:15]3)=[CH:10][CH:9]=2)[CH:5]=[CH:6][CH:7]=1.C(N(CC)C(C)C)(C)C.[CH3:29][N:30]([CH3:38])[C:31]1[CH:36]=[CH:35][CH:34]=[C:33]([NH2:37])[CH:32]=1.COCCO, predict the reaction product. The product is: [Cl:1][C:2]1[CH:3]=[C:4]([C:8]2[N:16]3[C:11]([CH:12]=[N:13][C:14]([NH:37][C:33]4[CH:34]=[CH:35][CH:36]=[C:31]([N:30]([CH3:38])[CH3:29])[CH:32]=4)=[N:15]3)=[CH:10][CH:9]=2)[CH:5]=[CH:6][CH:7]=1. (2) Given the reactants [CH2:1]([N:8]1[CH2:28][CH2:27][C:11]2([C:15](=O)[N:14]([CH2:17][C:18]3[CH:23]=[CH:22][C:21]([O:24][CH3:25])=[CH:20][CH:19]=3)[C:13](=O)[CH2:12]2)[CH2:10][CH2:9]1)[C:2]1[CH:7]=[CH:6][CH:5]=[CH:4][CH:3]=1, predict the reaction product. The product is: [CH2:1]([N:8]1[CH2:9][CH2:10][C:11]2([CH2:15][N:14]([CH2:17][C:18]3[CH:23]=[CH:22][C:21]([O:24][CH3:25])=[CH:20][CH:19]=3)[CH2:13][CH2:12]2)[CH2:27][CH2:28]1)[C:2]1[CH:3]=[CH:4][CH:5]=[CH:6][CH:7]=1. (3) Given the reactants [C:1]([O:5][C:6]([N:8]1[CH2:13][CH2:12][CH:11]([O:14][C:15]2[CH:20]=[CH:19][C:18]([C:21]#[N:22])=[CH:17][CH:16]=2)[CH2:10][CH2:9]1)=[O:7])([CH3:4])([CH3:3])[CH3:2].C(=O)([O-])[O-:24].[K+].[K+].OO, predict the reaction product. The product is: [C:1]([O:5][C:6]([N:8]1[CH2:9][CH2:10][CH:11]([O:14][C:15]2[CH:20]=[CH:19][C:18]([C:21](=[O:24])[NH2:22])=[CH:17][CH:16]=2)[CH2:12][CH2:13]1)=[O:7])([CH3:4])([CH3:2])[CH3:3]. (4) Given the reactants [F:1][C:2]1[CH:7]=[C:6]([F:8])[CH:5]=[CH:4][C:3]=1[C:9]1[N:14]=[C:13]([CH:15]([C:24]2[C:31]([F:32])=[CH:30][C:27]([C:28]#[N:29])=[CH:26][C:25]=2[F:33])[C:16](=[O:23])[C:17]#[C:18][Si](C)(C)C)[CH:12]=[CH:11][CH:10]=1.O.[F-].C([N+](CCCC)(CCCC)CCCC)CCC, predict the reaction product. The product is: [F:1][C:2]1[CH:7]=[C:6]([F:8])[CH:5]=[CH:4][C:3]=1[C:9]1[N:14]=[C:13]([CH:15]([C:24]2[C:31]([F:32])=[CH:30][C:27]([C:28]#[N:29])=[CH:26][C:25]=2[F:33])[C:16](=[O:23])[C:17]#[CH:18])[CH:12]=[CH:11][CH:10]=1. (5) The product is: [CH2:1]([CH:8]1[CH2:12][O:11][C:10](=[O:13])[N:9]1[C:14](=[O:40])[CH:15]([C:16]1[CH:17]=[C:18]([C:30]2[CH:31]=[CH:32][C:33]([C:36]([F:38])([F:39])[F:37])=[CH:34][CH:35]=2)[CH:19]=[C:20]([O:22][CH2:23][C:24]2[CH:29]=[CH:28][CH:27]=[CH:26][CH:25]=2)[CH:21]=1)[CH2:54][C:53]([CH3:55])=[CH2:52])[C:2]1[CH:3]=[CH:4][CH:5]=[CH:6][CH:7]=1. Given the reactants [CH2:1]([CH:8]1[CH2:12][O:11][C:10](=[O:13])[N:9]1[C:14](=[O:40])[CH2:15][C:16]1[CH:17]=[C:18]([C:30]2[CH:35]=[CH:34][C:33]([C:36]([F:39])([F:38])[F:37])=[CH:32][CH:31]=2)[CH:19]=[C:20]([O:22][CH2:23][C:24]2[CH:29]=[CH:28][CH:27]=[CH:26][CH:25]=2)[CH:21]=1)[C:2]1[CH:7]=[CH:6][CH:5]=[CH:4][CH:3]=1.C[Si](C)(C)[N-][Si](C)(C)C.[Na+].Br[CH2:52][C:53]([CH3:55])=[CH2:54], predict the reaction product. (6) Given the reactants [NH2:1][C:2]1[C:6]([NH:7][C:8](=[O:14])[O:9][C:10]([CH3:13])([CH3:12])[CH3:11])=[CH:5][N:4]([CH3:15])[N:3]=1.[CH2:16]([O:23][C:24]([NH:26][C@H:27]([C:32](OC)=[O:33])[CH2:28][C:29](O)=[O:30])=[O:25])[C:17]1[CH:22]=[CH:21][CH:20]=[CH:19][CH:18]=1.CN(C(ON1N=NC2C=CC=NC1=2)=[N+](C)C)C.F[P-](F)(F)(F)(F)F.C(N(C(C)C)CC)(C)C.[BH4-].[Li+], predict the reaction product. The product is: [C:10]([O:9][C:8]([NH:7][C:6]1[C:2]([NH:1][C:29](=[O:30])[CH2:28][C@H:27]([NH:26][C:24](=[O:25])[O:23][CH2:16][C:17]2[CH:22]=[CH:21][CH:20]=[CH:19][CH:18]=2)[CH2:32][OH:33])=[N:3][N:4]([CH3:15])[CH:5]=1)=[O:14])([CH3:11])([CH3:12])[CH3:13]. (7) The product is: [CH3:13][N:14]([CH3:18])[C:15](=[O:16])[O:12][C:10]1[CH:9]=[CH:8][C:5]([CH:6]=[O:7])=[C:4]([OH:3])[CH:11]=1. Given the reactants [H-].[Na+].[OH:3][C:4]1[CH:11]=[C:10]([OH:12])[CH:9]=[CH:8][C:5]=1[CH:6]=[O:7].[CH3:13][N:14]([CH3:18])[C:15](Cl)=[O:16], predict the reaction product. (8) Given the reactants [Cl:1][C:2]1[CH:10]=[CH:9][C:5]([C:6](O)=[O:7])=[CH:4][C:3]=1[S:11](=[O:14])(=[O:13])[NH2:12].S(Cl)([Cl:17])=O, predict the reaction product. The product is: [Cl:1][C:2]1[CH:10]=[CH:9][C:5]([C:6]([Cl:17])=[O:7])=[CH:4][C:3]=1[S:11](=[O:14])(=[O:13])[NH2:12]. (9) Given the reactants [Br:1][C:2]1[C:3]([CH3:9])=[CH:4][C:5](Cl)=[N:6][CH:7]=1.[CH2:10]([S-:12])[CH3:11].[Na+].CN1C(=O)CCC1, predict the reaction product. The product is: [Br:1][C:2]1[C:3]([CH3:9])=[CH:4][C:5]([S:12][CH2:10][CH3:11])=[N:6][CH:7]=1. (10) Given the reactants [CH3:1][C:2]1[CH:7]=[CH:6][C:5]([N+:8]([O-])=O)=[CH:4][C:3]=1[O:11][CH2:12][CH3:13].C1COCC1.O.[Cl-].[NH4+], predict the reaction product. The product is: [CH2:12]([O:11][C:3]1[CH:4]=[C:5]([CH:6]=[CH:7][C:2]=1[CH3:1])[NH2:8])[CH3:13].